Dataset: Catalyst prediction with 721,799 reactions and 888 catalyst types from USPTO. Task: Predict which catalyst facilitates the given reaction. (1) Reactant: [Cl:1][C:2]1[CH:7]=[CH:6][CH:5]=[CH:4][C:3]=1[NH:8][C:9](=[O:13])[O:10][CH2:11][CH3:12].[H-].[Na+].Cl[C:17]1[C:22]([N+:23]([O-:25])=[O:24])=[CH:21][C:20]([N+:26]([O-:28])=[O:27])=[CH:19][C:18]=1[C:29]([F:32])([F:31])[F:30].Cl. Product: [Cl:1][C:2]1[CH:7]=[CH:6][CH:5]=[CH:4][C:3]=1[N:8]([C:17]1[C:18]([C:29]([F:31])([F:32])[F:30])=[CH:19][C:20]([N+:26]([O-:28])=[O:27])=[CH:21][C:22]=1[N+:23]([O-:25])=[O:24])[C:9](=[O:13])[O:10][CH2:11][CH3:12]. The catalyst class is: 270. (2) Reactant: [Cl:1][C:2]1[C:7]([F:8])=[CH:6][CH:5]=[C:4]([Cl:9])[C:3]=1[C@H:10]([O:12][C:13]1[C:14]2[O:22][CH:21]=[C:20]([C:23]3[CH2:24][CH2:25][NH:26][CH2:27][CH:28]=3)[C:15]=2[CH:16]=[N:17][C:18]=1[NH2:19])[CH3:11].CCN(C(C)C)C(C)C.CN(C(ON1N=NC2C=CC=CC1=2)=[N+](C)C)C.[B-](F)(F)(F)F.[C:60](O)(=[O:63])[CH2:61][OH:62]. Product: [NH2:19][C:18]1[N:17]=[CH:16][C:15]2[C:20]([C:23]3[CH2:24][CH2:25][N:26]([C:61](=[O:62])[CH2:60][OH:63])[CH2:27][CH:28]=3)=[CH:21][O:22][C:14]=2[C:13]=1[O:12][C@@H:10]([C:3]1[C:4]([Cl:9])=[CH:5][CH:6]=[C:7]([F:8])[C:2]=1[Cl:1])[CH3:11]. The catalyst class is: 2.